Task: Binary Classification. Given a drug SMILES string, predict its activity (active/inactive) in a high-throughput screening assay against a specified biological target.. Dataset: Cav3 T-type calcium channel HTS with 100,875 compounds (1) The molecule is O(c1ccc(C(CC(=O)NCc2occc2)c2ccc(cc2)C)cc1)C(C)C. The result is 1 (active). (2) The molecule is Clc1cc(NC2N(C(=O)c3c2cccc3)c2ncccc2)ccc1F. The result is 0 (inactive). (3) The molecule is O1c2c(N(C(C(=O)NCCc3ccccc3)C)C(=O)C1)cc(cc2)C. The result is 0 (inactive). (4) The drug is S(=O)(=O)(N1CCN(C2CCN(CC2)C(OCC)=O)CC1)c1cc2c(cc1)cccc2. The result is 0 (inactive). (5) The compound is O(Cc1[nH]nc(n1)c1ncccc1)c1ccc(cc1)C. The result is 0 (inactive). (6) The compound is S(=O)(=O)(N(CC(=O)NC1C(C(CCC1)C)C)c1ccc(OCC)cc1)c1c(onc1C)C. The result is 0 (inactive). (7) The molecule is O1CCN(CC1)c1nnc(n2nc(cc2C)C)cc1. The result is 0 (inactive).